From a dataset of Full USPTO retrosynthesis dataset with 1.9M reactions from patents (1976-2016). Predict the reactants needed to synthesize the given product. (1) The reactants are: [NH2:1][CH:2]1[CH2:7][CH2:6][N:5]([CH2:8][C:9]2([OH:23])[C:19]3=[C:20]4[C:15](=[CH:16][CH:17]=[C:18]3[F:21])[CH:14]=[CH:13][C:12](=[O:22])[N:11]4[CH2:10]2)[CH2:4][CH2:3]1.NC1CCN(CC2C3=C4C(=CC=C3F)C=CC(=O)N4C2)CC1.[N:46]1[C:51]2[O:52][CH2:53][CH2:54][CH2:55][C:50]=2[CH:49]=[C:48]([CH:56]=O)[N:47]=1.C(O[BH-](OC(=O)C)OC(=O)C)(=O)C.[Na+]. Given the product [N:46]1[C:51]2[O:52][CH2:53][CH2:54][CH2:55][C:50]=2[CH:49]=[C:48]([CH2:56][NH:1][CH:2]2[CH2:3][CH2:4][N:5]([CH2:8][C:9]3([OH:23])[C:19]4=[C:20]5[C:15](=[CH:16][CH:17]=[C:18]4[F:21])[CH:14]=[CH:13][C:12](=[O:22])[N:11]5[CH2:10]3)[CH2:6][CH2:7]2)[N:47]=1, predict the reactants needed to synthesize it. (2) Given the product [CH3:27][O:26][C:23]1[CH:24]=[C:25]2[C:20](=[CH:21][CH:22]=1)[N:19]=[CH:18][C:17]([C:29]#[N:30])=[CH:16]2, predict the reactants needed to synthesize it. The reactants are: ClC1C=C(N[C:16]2[C:25]3[C:20](=[CH:21][C:22](F)=[C:23]([O:26][CH3:27])[CH:24]=3)[N:19]=[CH:18][C:17]=2[C:29]#[N:30])C=CC=1SC1N(C)C=CN=1.N1(CCN2CCNCC2)C=CN=C1. (3) Given the product [C:1]([O:5][C:6]([N:8]1[CH2:13][CH2:12][N:11]([C:14]2[C:19]([CH3:20])=[CH:18][C:17]([C:22]#[N:23])=[CH:16][N:15]=2)[CH2:10][CH2:9]1)=[O:7])([CH3:4])([CH3:3])[CH3:2], predict the reactants needed to synthesize it. The reactants are: [C:1]([O:5][C:6]([N:8]1[CH2:13][CH2:12][N:11]([C:14]2[C:19]([CH3:20])=[CH:18][C:17](Br)=[CH:16][N:15]=2)[CH2:10][CH2:9]1)=[O:7])([CH3:4])([CH3:3])[CH3:2].[CH3:22][N:23](C=O)C. (4) Given the product [OH:25][CH2:24][CH2:23][CH2:22][CH2:21][NH:20][C:17](=[O:19])/[CH:16]=[CH:15]/[C:10]1[CH:11]=[CH:12][CH:13]=[CH:14][C:9]=1[S:8][C:5]1[CH:4]=[CH:3][C:2]([CH3:1])=[CH:7][CH:6]=1, predict the reactants needed to synthesize it. The reactants are: [CH3:1][C:2]1[CH:7]=[CH:6][C:5]([S:8][C:9]2[CH:14]=[CH:13][CH:12]=[CH:11][C:10]=2/[CH:15]=[CH:16]/[C:17]([OH:19])=O)=[CH:4][CH:3]=1.[NH2:20][CH2:21][CH2:22][CH2:23][CH2:24][OH:25]. (5) Given the product [CH3:1][C:16]1[CH:17]=[CH:18][CH:19]=[C:12]([OH:13])[C:14]=1[OH:15], predict the reactants needed to synthesize it. The reactants are: [C:1]1(=O)OC(=O)C2=CC=CC=C12.[C:12]1([C:14](=[CH:16][CH:17]=[CH:18][CH:19]=1)[OH:15])[OH:13]. (6) The reactants are: [I-].[NH2:2][N+:3]1[CH:8]=[CH:7][C:6]([O:9][CH3:10])=[CH:5][CH:4]=1.C(=O)([O-])[O-].[K+].[K+].[C:17]([O:21][CH3:22])(=[O:20])[C:18]#[CH:19]. Given the product [CH3:22][O:21][C:17]([C:18]1[CH:19]=[N:2][N:3]2[CH:8]=[CH:7][C:6]([O:9][CH3:10])=[CH:5][C:4]=12)=[O:20], predict the reactants needed to synthesize it.